This data is from Full USPTO retrosynthesis dataset with 1.9M reactions from patents (1976-2016). The task is: Predict the reactants needed to synthesize the given product. (1) Given the product [C:13]1([C:2]2[CH:3]=[N:4][N:5]([CH:7]3[CH2:12][CH2:11][CH2:10][CH2:9][O:8]3)[CH:6]=2)[CH2:18][CH2:17][CH2:16][CH2:15][CH:14]=1, predict the reactants needed to synthesize it. The reactants are: I[C:2]1[CH:3]=[N:4][N:5]([CH:7]2[CH2:12][CH2:11][CH2:10][CH2:9][O:8]2)[CH:6]=1.[C:13]1(B2OC(C)(C)C(C)(C)O2)[CH2:18][CH2:17][CH2:16][CH2:15][CH:14]=1.C(=O)([O-])[O-].[K+].[K+]. (2) The reactants are: Cl[C:2]1[N:9]=[C:8]([CH3:10])[CH:7]=[CH:6][C:3]=1[C:4]#[N:5].[CH:11](C1C=CC(C#N)=CN=1)=[CH2:12]. Given the product [CH3:10][C:8]1[CH:7]=[CH:6][C:3]([C:4]#[N:5])=[C:2]([CH:11]=[CH2:12])[N:9]=1, predict the reactants needed to synthesize it.